This data is from Full USPTO retrosynthesis dataset with 1.9M reactions from patents (1976-2016). The task is: Predict the reactants needed to synthesize the given product. (1) Given the product [Cl:14][C:15]1[N:16]=[C:17]([Cl:22])[N:18]=[C:19]([NH:9][C:7]2[N:6]=[CH:5][N:4]([CH2:3][O:2][CH3:1])[CH:8]=2)[N:20]=1, predict the reactants needed to synthesize it. The reactants are: [CH3:1][O:2][CH2:3][N:4]1[CH:8]=[C:7]([N+:9]([O-])=O)[N:6]=[CH:5]1.[H][H].[Cl:14][C:15]1[N:20]=[C:19](Cl)[N:18]=[C:17]([Cl:22])[N:16]=1. (2) The reactants are: [Cl:1][C:2]1[CH:11]=[C:10]([CH3:12])[C:5]([C:6]([O:8]C)=O)=[C:4]([I:13])[CH:3]=1.BrN1C(=O)CCC1=O.C(OOC(=O)C1C=CC=CC=1)(=O)C1C=CC=CC=1.C(N(CC)CC)C.[F:47][C:48]1([F:61])[CH2:53][CH2:52][CH:51]([N:54]2[CH2:59][CH2:58][CH:57]([NH2:60])[CH2:56][CH2:55]2)[CH2:50][CH2:49]1. Given the product [F:61][C:48]1([F:47])[CH2:53][CH2:52][CH:51]([N:54]2[CH2:55][CH2:56][CH:57]([N:60]3[CH2:12][C:10]4[C:5](=[C:4]([I:13])[CH:3]=[C:2]([Cl:1])[CH:11]=4)[C:6]3=[O:8])[CH2:58][CH2:59]2)[CH2:50][CH2:49]1, predict the reactants needed to synthesize it. (3) The reactants are: Cl.[Cl:2][C:3]1[CH:8]=[C:7]([C:9]2[CH:14]=[C:13]([Cl:15])[CH:12]=[C:11]([Cl:16])[CH:10]=2)[N:6]=[C:5]2[CH2:17][CH2:18][CH2:19][C:4]=12.[NH2:20][C:21]1[CH:29]=[CH:28][C:24]([CH2:25][CH2:26][OH:27])=[CH:23][CH:22]=1. Given the product [ClH:2].[Cl:16][C:11]1[CH:10]=[C:9]([C:7]2[N:6]=[C:5]3[CH2:17][CH2:18][CH2:19][C:4]3=[C:3]([NH:20][C:21]3[CH:29]=[CH:28][C:24]([CH2:25][CH2:26][OH:27])=[CH:23][CH:22]=3)[CH:8]=2)[CH:14]=[C:13]([Cl:15])[CH:12]=1, predict the reactants needed to synthesize it. (4) Given the product [F:14][C:15]1[CH:41]=[C:40]([O:42][CH3:43])[CH:39]=[CH:38][C:16]=1[O:17][CH:18]1[CH2:19][CH2:20][N:21]([C:24]2[N:29]=[C:28]3[CH2:30][N:31]([C:3]([N:2]([CH3:6])[CH3:1])=[O:4])[CH2:32][CH2:33][C:27]3=[N:26][C:25]=2[NH:34][CH:35]([CH3:37])[CH3:36])[CH2:22][CH2:23]1.[C:8]([OH:9])([C:10]([F:13])([F:12])[F:11])=[O:7], predict the reactants needed to synthesize it. The reactants are: [CH3:1][N:2]([CH3:6])[C:3](Cl)=[O:4].[OH:7][C:8]([C:10]([F:13])([F:12])[F:11])=[O:9].[F:14][C:15]1[CH:41]=[C:40]([O:42][CH3:43])[CH:39]=[CH:38][C:16]=1[O:17][CH:18]1[CH2:23][CH2:22][N:21]([C:24]2[N:29]=[C:28]3[CH2:30][NH:31][CH2:32][CH2:33][C:27]3=[N:26][C:25]=2[NH:34][CH:35]([CH3:37])[CH3:36])[CH2:20][CH2:19]1.C(N(CC)CC)C. (5) Given the product [C:34]([O:38][C:39]([N:41]1[CH2:47][CH2:46][CH2:45][O:44][CH:43]([CH2:48][O:49][C:54]2[CH:55]=[C:56]([O:60][CH3:61])[C:57]([Cl:59])=[CH:58][C:53]=2[C:52]([O:51][CH3:50])=[O:63])[CH2:42]1)=[O:40])([CH3:37])([CH3:36])[CH3:35], predict the reactants needed to synthesize it. The reactants are: C1(P(C2C=CC=CC=2)C2C=CC=CC=2)C=CC=CC=1.CC(OC(/N=N/C(OC(C)C)=O)=O)C.[C:34]([O:38][C:39]([N:41]1[CH2:47][CH2:46][CH2:45][O:44][CH:43]([CH2:48][OH:49])[CH2:42]1)=[O:40])([CH3:37])([CH3:36])[CH3:35].[CH3:50][O:51][C:52](=[O:63])[C:53]1[CH:58]=[C:57]([Cl:59])[C:56]([O:60][CH3:61])=[CH:55][C:54]=1O. (6) Given the product [Cl:30][C:27]1[CH:26]=[CH:25][C:24]([C:5]2[N:6]=[C:7]([CH:9]([O:12][C:13]3[C:14]([F:23])=[C:15]([C:19]([F:22])=[CH:20][CH:21]=3)[C:16]([NH2:18])=[O:17])[CH2:10][CH3:11])[O:8][C:4]=2[CH2:1][CH2:2][CH3:3])=[CH:29][CH:28]=1, predict the reactants needed to synthesize it. The reactants are: [CH2:1]([C:4]1[O:8][C:7]([CH:9]([O:12][C:13]2[C:14]([F:23])=[C:15]([C:19]([F:22])=[CH:20][CH:21]=2)[C:16]([NH2:18])=[O:17])[CH2:10][CH3:11])=[N:6][C:5]=1[C:24]1[CH:29]=[CH:28][C:27]([Cl:30])=[CH:26][CH:25]=1)[CH:2]=[CH2:3].